From a dataset of Full USPTO retrosynthesis dataset with 1.9M reactions from patents (1976-2016). Predict the reactants needed to synthesize the given product. (1) Given the product [CH:18]1([N:9]2[C:10]3[CH:15]=[CH:14][N:13]=[C:12]([O:16][CH3:17])[C:11]=3[C:7]([C:32]3[CH:33]=[C:28]([CH:29]=[CH:30][CH:31]=3)[C:25]([NH2:26])=[O:27])=[N:8]2)[CH2:22][CH2:21][CH2:20][CH2:19]1, predict the reactants needed to synthesize it. The reactants are: FC(F)(F)S(O[C:7]1[C:11]2[C:12]([O:16][CH3:17])=[N:13][CH:14]=[CH:15][C:10]=2[N:9]([CH:18]2[CH2:22][CH2:21][CH2:20][CH2:19]2)[N:8]=1)(=O)=O.[C:25]([C:28]1[CH:29]=[C:30](B(O)O)[CH:31]=[CH:32][CH:33]=1)(=[O:27])[NH2:26].C(=O)([O-])[O-].[Na+].[Na+].O. (2) Given the product [Cl:64][C:49]1[CH:50]=[C:51]([NH:52][C:53]2[CH:58]=[CH:57][C:56]([S:59]([NH:62][CH3:63])(=[O:61])=[O:60])=[CH:55][CH:54]=2)[C:46]2[N:47]([C:43]([C:1]#[N:8])=[CH:44][N:45]=2)[N:48]=1, predict the reactants needed to synthesize it. The reactants are: [CH2:1]([N:8]1CCCC(NC2C=C(N(CC3C=CC(OC)=CC=3)C3C=CC=CC=3)C3N(C(C#N)=CN=3)N=2)C1)C1C=CC=CC=1.Br[C:43]1[N:47]2[N:48]=[C:49]([Cl:64])[CH:50]=[C:51]([NH:52][C:53]3[CH:58]=[CH:57][C:56]([S:59]([NH:62][CH3:63])(=[O:61])=[O:60])=[CH:55][CH:54]=3)[C:46]2=[N:45][CH:44]=1. (3) Given the product [CH3:32][CH2:41][N:39]([CH:12]([CH3:14])[CH3:15])[CH:31]([CH3:30])[CH3:26], predict the reactants needed to synthesize it. The reactants are: C(OC(O[C:12]([CH3:15])([CH3:14])C)=O)(OC(C)(C)C)=O.[OH-].[Na+].O=O.BrCC(OC[C:26]1[CH:31]=[CH:30]C=CC=1)=O.[C:32](=O)([O-])[O-].[K+].[K+].C[N:39]([CH:41]=O)C. (4) Given the product [CH3:18][O:17][C:9]1[CH:10]=[C:11]([N+:14]([O-:16])=[O:15])[CH:12]=[CH:13][C:8]=1[N:4]1[CH:5]=[N:6][C:2]([CH3:1])=[N:3]1, predict the reactants needed to synthesize it. The reactants are: [CH3:1][C:2]1[N:6]=[CH:5][NH:4][N:3]=1.F[C:8]1[CH:13]=[CH:12][C:11]([N+:14]([O-:16])=[O:15])=[CH:10][C:9]=1[O:17][CH3:18].C(=O)([O-])[O-].[K+].[K+]. (5) Given the product [F:33][C:32]1[C:27]([C:23]2([CH2:22][N:14]([C:11]3[N:12]=[N:13][C:8]([C:6]4[S:7][C:3]([CH2:2][NH:1][C:35](=[O:36])[CH2:34][OH:37])=[CH:4][N:5]=4)=[CH:9][CH:10]=3)[C:15](=[O:21])[O:16][C:17]([CH3:19])([CH3:20])[CH3:18])[CH2:26][CH2:25][CH2:24]2)=[N:28][CH:29]=[CH:30][CH:31]=1, predict the reactants needed to synthesize it. The reactants are: [NH2:1][CH2:2][C:3]1[S:7][C:6]([C:8]2[N:13]=[N:12][C:11]([N:14]([CH2:22][C:23]3([C:27]4[C:32]([F:33])=[CH:31][CH:30]=[CH:29][N:28]=4)[CH2:26][CH2:25][CH2:24]3)[C:15](=[O:21])[O:16][C:17]([CH3:20])([CH3:19])[CH3:18])=[CH:10][CH:9]=2)=[N:5][CH:4]=1.[C:34](O)(=[O:37])[CH2:35][OH:36].C1C=CC2N(O)N=NC=2C=1.C(Cl)CCl. (6) Given the product [Cl:14][C:13]1[C:8]([C:5]2[N:4]=[C:3]([NH:16][CH2:17][CH:18]3[CH2:23][CH2:22][O:21][CH2:20][CH2:19]3)[C:2]([CH3:24])=[N:7][CH:6]=2)=[CH:9][C:10]([F:15])=[N:11][CH:12]=1, predict the reactants needed to synthesize it. The reactants are: Cl[C:2]1[C:3]([NH:16][CH2:17][CH:18]2[CH2:23][CH2:22][O:21][CH2:20][CH2:19]2)=[N:4][C:5]([C:8]2[C:13]([Cl:14])=[CH:12][N:11]=[C:10]([F:15])[CH:9]=2)=[CH:6][N:7]=1.[CH3:24]B(O)O.C(=O)([O-])[O-].[Na+].[Na+].C(Cl)Cl. (7) The reactants are: Cl[C:2]1[C:7]([F:8])=[CH:6][CH:5]=[CH:4][C:3]=1[N+:9]([O-:11])=[O:10].[F:12][C:13]1[CH:18]=[CH:17][C:16](B(O)O)=[CH:15][CH:14]=1.C(=O)([O-])[O-].[Na+].[Na+].[OH-].[Na+]. Given the product [F:8][C:7]1[CH:6]=[CH:5][CH:4]=[C:3]([N+:9]([O-:11])=[O:10])[C:2]=1[C:16]1[CH:17]=[CH:18][C:13]([F:12])=[CH:14][CH:15]=1, predict the reactants needed to synthesize it. (8) Given the product [F:19][C:2]([F:1])([F:18])[C:3]1[N:4]=[C:5]([C:8]2[C:16]3[CH2:15][CH2:14][O:13][CH2:12][C:11]=3[S:10][C:9]=2[NH:17][C:29]([C:20]2[CH2:25][CH2:24][CH2:23][CH2:22][C:21]=2[C:26]([OH:28])=[O:27])=[O:30])[S:6][CH:7]=1, predict the reactants needed to synthesize it. The reactants are: [F:1][C:2]([F:19])([F:18])[C:3]1[N:4]=[C:5]([C:8]2[C:16]3[CH2:15][CH2:14][O:13][CH2:12][C:11]=3[S:10][C:9]=2[NH2:17])[S:6][CH:7]=1.[C:20]12[C:29](=[O:30])[O:28][C:26](=[O:27])[C:21]=1[CH2:22][CH2:23][CH2:24][CH2:25]2.